From a dataset of Catalyst prediction with 721,799 reactions and 888 catalyst types from USPTO. Predict which catalyst facilitates the given reaction. (1) Reactant: [Br:1][C:2]1[CH:3]=[C:4]2[C:9](=[C:10]([F:12])[CH:11]=1)[N:8]=[C:7](Cl)[N:6]=[CH:5]2.[NH2:14][C:15]1[CH:16]=[C:17]([NH:25][C:26](=[O:28])[CH3:27])[CH:18]=[C:19]([CH2:21][N:22]([CH3:24])[CH3:23])[CH:20]=1.Cl.O1CCOCC1. Product: [Br:1][C:2]1[CH:3]=[C:4]2[C:9](=[C:10]([F:12])[CH:11]=1)[N:8]=[C:7]([NH:14][C:15]1[CH:16]=[C:17]([NH:25][C:26](=[O:28])[CH3:27])[CH:18]=[C:19]([CH2:21][N:22]([CH3:24])[CH3:23])[CH:20]=1)[N:6]=[CH:5]2. The catalyst class is: 252. (2) Reactant: [CH3:1][O:2][C:3]1[CH:8]=[C:7]([CH2:9][CH2:10][CH2:11][CH2:12][CH2:13][CH2:14][CH2:15][CH2:16][CH2:17][CH2:18][O:19][CH2:20][O:21][CH3:22])[N:6]=[C:5]([N:23]([CH3:25])[CH3:24])[N:4]=1.[Br:26]N1C(=O)CCC1=O. Product: [Br:26][C:8]1[C:3]([O:2][CH3:1])=[N:4][C:5]([N:23]([CH3:25])[CH3:24])=[N:6][C:7]=1[CH2:9][CH2:10][CH2:11][CH2:12][CH2:13][CH2:14][CH2:15][CH2:16][CH2:17][CH2:18][O:19][CH2:20][O:21][CH3:22]. The catalyst class is: 10. (3) Reactant: [C:1]([O:9][CH2:10][CH3:11])(=[O:8])[CH2:2][C:3]([O:5][CH2:6][CH3:7])=[O:4].[H-].[Na+].F[C:15]1[CH:16]=[C:17]([C:24]2[S:28][C:27]([N:29]([C:51]([O:53][C:54]([CH3:57])([CH3:56])[CH3:55])=[O:52])[CH2:30][C@@H:31]([NH:43][C:44](=[O:50])[O:45][C:46]([CH3:49])([CH3:48])[CH3:47])[CH2:32][C:33]3[CH:38]=[CH:37][C:36]([C:39]([F:42])([F:41])[F:40])=[CH:35][CH:34]=3)=[N:26][N:25]=2)[CH:18]=[CH:19][C:20]=1[N+:21]([O-:23])=[O:22]. Product: [C:46]([O:45][C:44]([NH:43][C@@H:31]([CH2:32][C:33]1[CH:34]=[CH:35][C:36]([C:39]([F:40])([F:41])[F:42])=[CH:37][CH:38]=1)[CH2:30][N:29]([C:51]([O:53][C:54]([CH3:56])([CH3:55])[CH3:57])=[O:52])[C:27]1[S:28][C:24]([C:17]2[CH:18]=[CH:19][C:20]([N+:21]([O-:23])=[O:22])=[C:15]([CH:2]([C:3]([O:5][CH2:6][CH3:7])=[O:4])[C:1]([O:9][CH2:10][CH3:11])=[O:8])[CH:16]=2)=[N:25][N:26]=1)=[O:50])([CH3:47])([CH3:48])[CH3:49]. The catalyst class is: 12. (4) Reactant: Cl[C:2]1[N:7]=[C:6]2[N:8]([CH3:11])[N:9]=[CH:10][C:5]2=[C:4]([NH:12][C:13]2[CH:18]=[CH:17][C:16]([O:19][CH3:20])=[C:15]([O:21][CH3:22])[CH:14]=2)[N:3]=1.[NH:23]1[C:31]2[C:26](=[CH:27][CH:28]=[CH:29][CH:30]=2)[C:25](B2OC(C)(C)C(C)(C)O2)=[N:24]1. Product: [CH3:22][O:21][C:15]1[CH:14]=[C:13]([NH:12][C:4]2[N:3]=[C:2]([C:27]3[CH:28]=[CH:29][CH:30]=[C:31]4[C:26]=3[CH:25]=[N:24][NH:23]4)[N:7]=[C:6]3[N:8]([CH3:11])[N:9]=[CH:10][C:5]=23)[CH:18]=[CH:17][C:16]=1[O:19][CH3:20]. The catalyst class is: 6. (5) Reactant: [H-].[Na+].[CH2:3](P([O-])(=O)[O-])[P:4]([O:9][CH2:10][CH3:11])(=[O:8])[O:5][CH2:6][CH3:7].C([N:23]1[CH2:28][CH2:27][C:26](=O)[CH2:25][CH2:24]1)C1C=CC=CC=1. Product: [NH:23]1[CH2:28][CH2:27][CH:26]([CH2:3][P:4](=[O:8])([O:9][CH2:10][CH3:11])[O:5][CH2:6][CH3:7])[CH2:25][CH2:24]1. The catalyst class is: 7. (6) Reactant: Br[C:2]1[CH:3]=[C:4]([C:17]2[O:18][C:19]3[CH:25]=[CH:24][CH:23]=[CH:22][C:20]=3[N:21]=2)[CH:5]=[C:6]([C:8]2[O:9][C:10]3[CH:16]=[CH:15][CH:14]=[CH:13][C:11]=3[N:12]=2)[CH:7]=1.[B:26]1([B:26]2[O:30][C:29]([CH3:32])([CH3:31])[C:28]([CH3:34])([CH3:33])[O:27]2)[O:30][C:29]([CH3:32])([CH3:31])[C:28]([CH3:34])([CH3:33])[O:27]1.C([O-])(=O)C.[K+]. Product: [CH3:33][C:28]1([CH3:34])[C:29]([CH3:32])([CH3:31])[O:30][B:26]([C:2]2[CH:3]=[C:4]([C:17]3[O:18][C:19]4[CH:25]=[CH:24][CH:23]=[CH:22][C:20]=4[N:21]=3)[CH:5]=[C:6]([C:8]3[O:9][C:10]4[CH:16]=[CH:15][CH:14]=[CH:13][C:11]=4[N:12]=3)[CH:7]=2)[O:27]1. The catalyst class is: 294. (7) Reactant: [C:1]([O:5][C:6](=[O:13])[NH:7][CH2:8][CH2:9][CH2:10][CH2:11][NH2:12])([CH3:4])([CH3:3])[CH3:2].[C:14]([C:17]1[S:18][CH:19]=[CH:20][N:21]=1)(=O)[CH3:15].[BH4-].[Na+]. Product: [C:1]([O:5][C:6](=[O:13])[NH:7][CH2:8][CH2:9][CH2:10][CH2:11][NH:12][CH:14]([C:17]1[S:18][CH:19]=[CH:20][N:21]=1)[CH3:15])([CH3:4])([CH3:2])[CH3:3]. The catalyst class is: 5.